Dataset: Forward reaction prediction with 1.9M reactions from USPTO patents (1976-2016). Task: Predict the product of the given reaction. Given the reactants [Si:1]([O:8][C@H:9]([CH3:17])[CH2:10][C@@H:11]([OH:16])[C@H:12]([CH3:15])[CH:13]=[CH2:14])([C:4]([CH3:7])([CH3:6])[CH3:5])([CH3:3])[CH3:2].[Si:18](Cl)([C:21]([CH3:24])([CH3:23])[CH3:22])([CH3:20])[CH3:19].N1C=CN=C1.O, predict the reaction product. The product is: [Si:1]([O:8][C@@H:9]([CH2:10][C@@H:11]([O:16][Si:18]([C:21]([CH3:24])([CH3:23])[CH3:22])([CH3:20])[CH3:19])[C@H:12]([CH3:15])[CH:13]=[CH2:14])[CH3:17])([C:4]([CH3:7])([CH3:6])[CH3:5])([CH3:3])[CH3:2].